Dataset: Peptide-MHC class I binding affinity with 185,985 pairs from IEDB/IMGT. Task: Regression. Given a peptide amino acid sequence and an MHC pseudo amino acid sequence, predict their binding affinity value. This is MHC class I binding data. (1) The peptide sequence is AVIRANNNR. The MHC is HLA-A03:01 with pseudo-sequence HLA-A03:01. The binding affinity (normalized) is 0.198. (2) The peptide sequence is RLNFFTPTK. The MHC is HLA-A11:01 with pseudo-sequence HLA-A11:01. The binding affinity (normalized) is 0.880. (3) The peptide sequence is TSTLQEQIAW. The binding affinity (normalized) is 0. The MHC is HLA-A24:02 with pseudo-sequence HLA-A24:02.